Task: Predict the product of the given reaction.. Dataset: Forward reaction prediction with 1.9M reactions from USPTO patents (1976-2016) (1) Given the reactants [H-].[H-].[H-].[H-].[Li+].[Al+3].C([O:11][C:12](=O)[CH2:13][O:14][CH2:15][C:16]([F:19])([F:18])[F:17])(C)(C)C, predict the reaction product. The product is: [F:17][C:16]([F:19])([F:18])[CH2:15][O:14][CH2:13][CH2:12][OH:11]. (2) The product is: [CH2:1]([C:3]1[CH:8]=[C:7]([C:9]2[O:10][CH:11]=[CH:12][N:13]=2)[C:6]([O:14][CH3:15])=[CH:5][C:4]=1[NH2:16])[CH3:2]. Given the reactants [CH2:1]([C:3]1[CH:8]=[C:7]([C:9]2[O:10][CH:11]=[CH:12][N:13]=2)[C:6]([O:14][CH3:15])=[CH:5][C:4]=1[NH:16]C(=O)C)[CH3:2].[OH-].[K+], predict the reaction product. (3) Given the reactants [C:1]([O:9][C@@H:10]1[C@@H:27]([O:28][Si:29]([C:32]([CH3:35])([CH3:34])[CH3:33])([CH3:31])[CH3:30])[C@H:26]([O:36][CH2:37][C:38]2[CH:43]=[CH:42][CH:41]=[CH:40][CH:39]=2)[C@@H:25]([CH2:44][OH:45])[O:24][C@H:11]1[S:12][C:13]1[CH:18]=[C:17]([C:19]([CH3:22])([CH3:21])[CH3:20])[CH:16]=[CH:15][C:14]=1[CH3:23])(=[O:8])[C:2]1[CH:7]=[CH:6][CH:5]=[CH:4][CH:3]=1.[CH:46]1[CH:51]=[CH:50][C:49]([CH2:52]Br)=[CH:48][CH:47]=1.[H-].[Na+], predict the reaction product. The product is: [C:1]([O:9][C@@H:10]1[C@@H:27]([O:28][Si:29]([C:32]([CH3:33])([CH3:34])[CH3:35])([CH3:30])[CH3:31])[C@H:26]([O:36][CH2:37][C:38]2[CH:43]=[CH:42][CH:41]=[CH:40][CH:39]=2)[C@@H:25]([CH2:44][O:45][CH2:52][C:49]2[CH:50]=[CH:51][CH:46]=[CH:47][CH:48]=2)[O:24][C@H:11]1[S:12][C:13]1[CH:18]=[C:17]([C:19]([CH3:20])([CH3:21])[CH3:22])[CH:16]=[CH:15][C:14]=1[CH3:23])(=[O:8])[C:2]1[CH:3]=[CH:4][CH:5]=[CH:6][CH:7]=1. (4) Given the reactants [N:1]1[CH:6]=[CH:5][CH:4]=[CH:3][CH:2]=1.[Cl:7][C:8]1[CH:9]=[C:10]([CH:14]2[C:19]([C:20]([O:22]CC3C=CC=CC=3)=O)=[C:18]([CH3:30])[NH:17][C:16]([O:31]C)=[N:15]2)[CH:11]=[CH:12][CH:13]=1.Cl[C:34]([O:36][CH2:37][CH3:38])=[O:35], predict the reaction product. The product is: [C:3]1([CH:4]([C:8]2[CH:9]=[CH:10][CH:11]=[CH:12][CH:13]=2)[CH2:5][CH2:6][NH:1][C:20]([C:19]2[CH:14]([C:10]3[CH:11]=[CH:12][CH:13]=[C:8]([Cl:7])[CH:9]=3)[N:15]([C:34]([O:36][CH2:37][CH3:38])=[O:35])[C:16](=[O:31])[NH:17][C:18]=2[CH3:30])=[O:22])[CH:14]=[CH:19][CH:18]=[CH:30][CH:2]=1. (5) The product is: [C:3]([O:7][C:8]([N:10]1[CH2:23][CH2:22][C:13]2[N:14]([CH3:25])[C:15]3[CH:16]=[CH:17][C:18]([F:21])=[CH:19][C:20]=3[C:12]=2[CH2:11]1)=[O:9])([CH3:6])([CH3:4])[CH3:5]. Given the reactants [H-].[Na+].[C:3]([O:7][C:8]([N:10]1[CH2:23][CH2:22][C:13]2[NH:14][C:15]3[CH:16]=[CH:17][C:18]([F:21])=[CH:19][C:20]=3[C:12]=2[CH2:11]1)=[O:9])([CH3:6])([CH3:5])[CH3:4].I[CH3:25], predict the reaction product.